Dataset: Forward reaction prediction with 1.9M reactions from USPTO patents (1976-2016). Task: Predict the product of the given reaction. (1) Given the reactants CC1(C)C(C)(C)OB([C:9]2[CH:10]=[CH:11][C:12]([C:15]([O:17][CH3:18])=[O:16])=[N:13][CH:14]=2)O1.Br[C:21]1[N:26]=[CH:25][C:24]([C:27]#[N:28])=[CH:23][CH:22]=1.C([O-])(O)=O.[Na+].O1CCOCC1, predict the reaction product. The product is: [C:27]([C:24]1[CH:23]=[CH:22][C:21]([C:9]2[CH:14]=[N:13][C:12]([C:15]([O:17][CH3:18])=[O:16])=[CH:11][CH:10]=2)=[N:26][CH:25]=1)#[N:28]. (2) The product is: [N:10]1[CH:11]=[CH:12][CH:13]=[C:8]([N:7]2[C:2]3[N:1]=[CH:28][NH:16][C:3]=3[C:4](=[O:15])[NH:5][C:6]2=[S:14])[CH:9]=1. Given the reactants [NH2:1][C:2]1[N:7]([C:8]2[CH:9]=[N:10][CH:11]=[CH:12][CH:13]=2)[C:6](=[S:14])[NH:5][C:4](=[O:15])[C:3]=1[N:16]=O.[OH-].[NH4+].S(S([O-])=O)([O-])=O.[Na+].[Na+].[C:28](O)(=O)C.C(N)=N, predict the reaction product. (3) Given the reactants [CH3:1][O:2][C:3](=[O:16])[C:4]1[CH:9]=[CH:8][C:7]([NH2:10])=[C:6]([O:11][C:12]([F:15])([F:14])[F:13])[CH:5]=1.C([O-])(O)=O.[Na+].Cl[C:23]([O:25][CH2:26][C:27]1[CH:32]=[CH:31][CH:30]=[CH:29][CH:28]=1)=[O:24], predict the reaction product. The product is: [CH3:1][O:2][C:3](=[O:16])[C:4]1[CH:9]=[CH:8][C:7]([NH:10][C:23]([O:25][CH2:26][C:27]2[CH:32]=[CH:31][CH:30]=[CH:29][CH:28]=2)=[O:24])=[C:6]([O:11][C:12]([F:14])([F:13])[F:15])[CH:5]=1. (4) Given the reactants [NH:1]1[CH:5]=[C:4]([B:6]([OH:8])[OH:7])[CH:3]=[N:2]1.[CH3:24][C:19]1([CH3:25])[C:20]([CH3:23])([CH3:22])OB(B2O[C:20]([CH3:23])([CH3:22])[C:19]([CH3:25])([CH3:24])O2)O1.C([O-])([O-])=O.[Cs+].[Cs+].[Na+].[I-].Br[CH2:36][CH2:37][C@@:38]([CH3:48])([S:44]([CH3:47])(=[O:46])=[O:45])[C:39]([O:41][CH2:42][CH3:43])=[O:40], predict the reaction product. The product is: [CH3:48][C@@:38]([S:44]([CH3:47])(=[O:45])=[O:46])([CH2:37][CH2:36][N:1]1[CH:5]=[C:4]([B:6]2[O:8][C:19]([CH3:24])([CH3:25])[C:20]([CH3:22])([CH3:23])[O:7]2)[CH:3]=[N:2]1)[C:39]([O:41][CH2:42][CH3:43])=[O:40].